Task: Regression/Classification. Given a drug SMILES string, predict its absorption, distribution, metabolism, or excretion properties. Task type varies by dataset: regression for continuous measurements (e.g., permeability, clearance, half-life) or binary classification for categorical outcomes (e.g., BBB penetration, CYP inhibition). Dataset: cyp2c9_veith.. Dataset: CYP2C9 inhibition data for predicting drug metabolism from PubChem BioAssay The compound is CC(C)Oc1cc(-n2c(=S)[nH]c3ccccc3c2=O)c(Cl)cc1Cl. The result is 1 (inhibitor).